From a dataset of Forward reaction prediction with 1.9M reactions from USPTO patents (1976-2016). Predict the product of the given reaction. Given the reactants [CH2:1]([C:3]1[S:4][C:5]2[N:6]=[CH:7][N:8]=[C:9]([O:12][CH:13]3[CH2:18][CH2:17][CH:16]([N:19]([CH3:27])[C:20](=O)OC(C)(C)C)[CH2:15][CH2:14]3)[C:10]=2[N:11]=1)[CH3:2].Cl, predict the reaction product. The product is: [CH2:1]([C:3]1[S:4][C:5]2[N:6]=[CH:7][N:8]=[C:9]([O:12][CH:13]3[CH2:18][CH2:17][CH:16]([N:19]([CH3:27])[CH3:20])[CH2:15][CH2:14]3)[C:10]=2[N:11]=1)[CH3:2].